This data is from Forward reaction prediction with 1.9M reactions from USPTO patents (1976-2016). The task is: Predict the product of the given reaction. Given the reactants [Cl:1][C:2]1[C:3]([N:8]2[CH:12]=[CH:11][C:10]([CH:13](OC)[O:14]C)=[N:9]2)=[N:4][CH:5]=[CH:6][CH:7]=1.C(O)=O, predict the reaction product. The product is: [Cl:1][C:2]1[C:3]([N:8]2[CH:12]=[CH:11][C:10]([CH:13]=[O:14])=[N:9]2)=[N:4][CH:5]=[CH:6][CH:7]=1.